From a dataset of Merck oncology drug combination screen with 23,052 pairs across 39 cell lines. Regression. Given two drug SMILES strings and cell line genomic features, predict the synergy score measuring deviation from expected non-interaction effect. (1) Drug 1: CC(C)CC(NC(=O)C(Cc1ccccc1)NC(=O)c1cnccn1)B(O)O. Drug 2: COC1CC2CCC(C)C(O)(O2)C(=O)C(=O)N2CCCCC2C(=O)OC(C(C)CC2CCC(OP(C)(C)=O)C(OC)C2)CC(=O)C(C)C=C(C)C(O)C(OC)C(=O)C(C)CC(C)C=CC=CC=C1C. Cell line: A427. Synergy scores: synergy=-2.70. (2) Drug 1: Cn1nnc2c(C(N)=O)ncn2c1=O. Drug 2: CS(=O)(=O)CCNCc1ccc(-c2ccc3ncnc(Nc4ccc(OCc5cccc(F)c5)c(Cl)c4)c3c2)o1. Cell line: LOVO. Synergy scores: synergy=6.01. (3) Drug 1: CN1C(=O)C=CC2(C)C3CCC4(C)C(NC(=O)OCC(F)(F)F)CCC4C3CCC12. Drug 2: O=C(O)C1(Cc2cccc(Nc3nccs3)n2)CCC(Oc2cccc(Cl)c2F)CC1. Cell line: NCIH1650. Synergy scores: synergy=-1.27. (4) Drug 1: N#Cc1ccc(Cn2cncc2CN2CCN(c3cccc(Cl)c3)C(=O)C2)cc1. Drug 2: Cn1nnc2c(C(N)=O)ncn2c1=O. Cell line: UWB1289BRCA1. Synergy scores: synergy=17.7.